This data is from Reaction yield outcomes from USPTO patents with 853,638 reactions. The task is: Predict the reaction yield, written as a fraction of the theoretical maximum amount of product (1.0 means a 100% yield; for example, 0.34 means a 34% yield). The reactants are [CH:1]1([C:7](Cl)=[O:8])[CH2:6][CH2:5][CH2:4][CH2:3][CH2:2]1.[CH3:10][O:11][C:12]1[CH:17]=[CH:16][C:15]([CH3:18])=[CH:14][C:13]=1[NH:19][C:20]([NH:22][C:23]1[CH:28]=[CH:27][C:26]([N:29]2[CH2:34][CH2:33][NH:32][CH2:31][CH2:30]2)=[CH:25][CH:24]=1)=[O:21].C(=O)([O-])O.[Na+].C(OC(C)C)(C)C. The catalyst is CC(N(C)C)=O. The product is [CH:1]1([C:7]([N:32]2[CH2:33][CH2:34][N:29]([C:26]3[CH:27]=[CH:28][C:23]([NH:22][C:20]([NH:19][C:13]4[CH:14]=[C:15]([CH3:18])[CH:16]=[CH:17][C:12]=4[O:11][CH3:10])=[O:21])=[CH:24][CH:25]=3)[CH2:30][CH2:31]2)=[O:8])[CH2:6][CH2:5][CH2:4][CH2:3][CH2:2]1. The yield is 0.940.